Dataset: Full USPTO retrosynthesis dataset with 1.9M reactions from patents (1976-2016). Task: Predict the reactants needed to synthesize the given product. Given the product [CH3:1][C:2]1[N:6]=[C:5]([CH3:7])[N:4]([C:8]2[N:13]=[C:12]([CH3:14])[N:11]=[C:10]([C@@H:15]3[CH2:17][C@H:16]3[C:18]3[N:19]=[C:20]4[CH:25]=[CH:24][CH:23]=[CH:22][N:21]4[C:26]=3[I:27])[CH:9]=2)[N:3]=1, predict the reactants needed to synthesize it. The reactants are: [CH3:1][C:2]1[N:6]=[C:5]([CH3:7])[N:4]([C:8]2[N:13]=[C:12]([CH3:14])[N:11]=[C:10]([C@H:15]3[CH2:17][C@@H:16]3[C:18]3[N:19]=[C:20]4[CH:25]=[CH:24][CH:23]=[CH:22][N:21]4[CH:26]=3)[CH:9]=2)[N:3]=1.[I:27]I.